From a dataset of Reaction yield outcomes from USPTO patents with 853,638 reactions. Predict the reaction yield, written as a fraction of the theoretical maximum amount of product (1.0 means a 100% yield; for example, 0.34 means a 34% yield). (1) The reactants are [N+](C(C)C)([O-])=[O:2].C(O)C.[O-]CC.[Na+].[Br:14][C:15]1[N:24]([CH2:25][O:26][CH2:27][CH2:28][Si:29]([CH3:32])([CH3:31])[CH3:30])[C:18]2[CH:19]=[N:20][NH:21][C:22](=[O:23])[C:17]=2[C:16]=1[CH2:33]Br. The catalyst is C(O)C. The product is [Br:14][C:15]1[N:24]([CH2:25][O:26][CH2:27][CH2:28][Si:29]([CH3:32])([CH3:31])[CH3:30])[C:18]2[CH:19]=[N:20][NH:21][C:22](=[O:23])[C:17]=2[C:16]=1[CH:33]=[O:2]. The yield is 0.320. (2) The reactants are [C:1]([N:8]1[CH2:13][CH2:12][N:11]([C:14]2[CH:19]=[CH:18][CH:17]=[C:16]([C:20]([O:22]CC)=[O:21])[CH:15]=2)[CH2:10][CH2:9]1)([O:3][C:4]([CH3:7])([CH3:6])[CH3:5])=[O:2].[OH-].[Na+].Cl. The catalyst is CCO. The product is [C:4]([O:3][C:1]([N:8]1[CH2:9][CH2:10][N:11]([C:14]2[CH:15]=[C:16]([CH:17]=[CH:18][CH:19]=2)[C:20]([OH:22])=[O:21])[CH2:12][CH2:13]1)=[O:2])([CH3:7])([CH3:5])[CH3:6]. The yield is 0.400. (3) The reactants are [CH2:1]([O:3][C:4]([C:6]1[NH:7][C:8]([C:12]2[C:13]([O:19]C)=[N:14][CH:15]=[CH:16][C:17]=2I)=[N:9][C:10]=1[CH3:11])=[O:5])[CH3:2].Cl.C(N(CC)CC)C.[NH2:29][CH2:30][C@H:31]([C:33]1[CH:38]=[CH:37][CH:36]=[C:35]([Cl:39])[CH:34]=1)[OH:32]. The catalyst is C(O)(=O)C. The product is [CH2:1]([O:3][C:4]([C:6]1[NH:7][C:8]([C:12]2[C:13](=[O:19])[NH:14][CH:15]=[CH:16][C:17]=2[NH:29][CH2:30][CH:31]([C:33]2[CH:38]=[CH:37][CH:36]=[C:35]([Cl:39])[CH:34]=2)[OH:32])=[N:9][C:10]=1[CH3:11])=[O:5])[CH3:2]. The yield is 0.140. (4) The reactants are [C:1](=[C:4]1[CH2:9][CH2:8][CH2:7][N:6]([CH2:10][C:11]2[CH:16]=[CH:15][C:14]([O:17][CH3:18])=[CH:13][CH:12]=2)[CH2:5]1)([CH3:3])[CH3:2].[H][H].C(C1C=CC(OC2[CH:35]=[CH:34][C:31]([C:32]#[N:33])=[CH:30][N:29]=2)=CC=1)=O.[BH3-]C#N.[Na+].CC(O)=[O:44].CO. The catalyst is [OH-].[OH-].[Pd+2].C(O)C. The product is [CH:1]([CH:4]1[CH2:9][CH2:8][CH2:7][N:6]([CH2:10][C:11]2[CH:16]=[CH:15][C:14]([O:17][C:18]3[CH:35]=[CH:34][C:31]([C:32]([NH2:33])=[O:44])=[CH:30][N:29]=3)=[CH:13][CH:12]=2)[CH2:5]1)([CH3:3])[CH3:2]. The yield is 0.110. (5) The reactants are [ClH:1].[CH2:2]([O:4]/[C:5](=[CH:9]\[C:10]1[CH:11]=[N:12][C:13]([C:16]2[CH:21]=[CH:20][CH:19]=[C:18]([N:22]([CH3:33])[C:23]([NH:25][CH2:26][CH2:27][CH2:28][CH2:29][CH2:30][CH2:31][CH3:32])=[O:24])[CH:17]=2)=[CH:14][CH:15]=1)/[C:6]([OH:8])=[O:7])[CH3:3]. The catalyst is C(O)C. The product is [ClH:1].[CH2:2]([O:4]/[C:5](=[CH:9]\[C:10]1[CH:11]=[N:12][C:13]([C:16]2[CH:21]=[CH:20][CH:19]=[C:18]([N:22]([CH3:33])[C:23]([NH:25][CH2:26][CH2:27][CH2:28][CH2:29][CH2:30][CH2:31][CH3:32])=[O:24])[CH:17]=2)=[CH:14][CH:15]=1)/[C:6]([OH:8])=[O:7])[CH3:3]. The yield is 0.770. (6) The reactants are S(Cl)(Cl)=O.[CH2:5]([O:7][C:8]([N:10]1[CH2:16][CH2:15][CH2:14][CH:13]([N:17]2[CH2:22][CH2:21][C:20]([F:26])([C:23]([OH:25])=O)[CH2:19][CH2:18]2)[CH2:12][CH2:11]1)=[O:9])[CH3:6].[C:27]([NH2:31])([CH3:30])([CH3:29])[CH3:28].CCN(C(C)C)C(C)C. The catalyst is C(Cl)Cl. The product is [F:26][C:20]1([C:23](=[O:25])[NH:31][C:27]([CH3:30])([CH3:29])[CH3:28])[CH2:19][CH2:18][N:17]([CH:13]2[CH2:14][CH2:15][CH2:16][N:10]([C:8]([O:7][CH2:5][CH3:6])=[O:9])[CH2:11][CH2:12]2)[CH2:22][CH2:21]1. The yield is 0.468.